The task is: Predict the reaction yield, written as a fraction of the theoretical maximum amount of product (1.0 means a 100% yield; for example, 0.34 means a 34% yield).. This data is from Reaction yield outcomes from USPTO patents with 853,638 reactions. (1) The reactants are [N:1]1[N:2]([C:10]2[C:15]([OH:16])=[CH:14][C:13]([OH:17])=[CH:12][CH:11]=2)[N:3]=[C:4]2[CH:9]=[CH:8][CH:7]=[CH:6][C:5]=12.C(=O)([O-])[O-].[Na+].[Na+].[CH2:24]([CH:26]([CH2:29][CH2:30][CH2:31][CH3:32])[CH2:27]Br)[CH3:25]. The catalyst is CC(CC(C)C)=O.CN(C)C=O. The product is [CH2:24]([CH:26]([CH2:29][CH2:30][CH2:31][CH3:32])[CH2:27][O:17][C:13]1[CH:12]=[CH:11][C:10]([N:2]2[N:3]=[C:4]3[CH:9]=[CH:8][CH:7]=[CH:6][C:5]3=[N:1]2)=[C:15]([OH:16])[CH:14]=1)[CH3:25]. The yield is 0.767. (2) The reactants are [CH3:1][O:2][C:3](=[O:13])[C:4]1[C:9]([Cl:10])=[CH:8][CH:7]=[CH:6][C:5]=1[CH2:11]Br.[H-].[Na+].[CH3:16][OH:17]. No catalyst specified. The product is [CH3:1][O:2][C:3](=[O:13])[C:4]1[C:5]([CH2:11][O:17][CH3:16])=[CH:6][CH:7]=[CH:8][C:9]=1[Cl:10]. The yield is 0.250. (3) The reactants are I[CH2:2][CH3:3].[Br:4][C:5]1[CH:6]=[C:7]([C:17]([O:19][CH3:20])=[O:18])[CH:8]=[C:9]2[C:14]=1[O:13][C:12](=[S:15])[CH:11]=[C:10]2[OH:16].C(=O)([O-])[O-].[K+].[K+]. The catalyst is CC(C)=O. The product is [Br:4][C:5]1[CH:6]=[C:7]([C:17]([O:19][CH3:20])=[O:18])[CH:8]=[C:9]2[C:14]=1[O:13][C:12]([S:15][CH2:2][CH3:3])=[CH:11][C:10]2=[O:16]. The yield is 0.720. (4) The catalyst is CC#N. The product is [Br-:37].[OH:10][C:9]([C:19]1[CH:24]=[CH:23][CH:22]=[C:21]([O:25][CH3:26])[CH:20]=1)([C:11]1[CH:16]=[CH:15][CH:14]=[C:13]([O:17][CH3:18])[CH:12]=1)[C:4]12[CH2:5][CH2:6][N+:1]([CH2:36][CH2:35][O:34][CH2:33][C:27]3[CH:32]=[CH:31][CH:30]=[CH:29][CH:28]=3)([CH2:2][CH2:3]1)[CH2:8][CH2:7]2. The yield is 0.338. The reactants are [N:1]12[CH2:8][CH2:7][C:4]([C:9]([C:19]3[CH:24]=[CH:23][CH:22]=[C:21]([O:25][CH3:26])[CH:20]=3)([C:11]3[CH:16]=[CH:15][CH:14]=[C:13]([O:17][CH3:18])[CH:12]=3)[OH:10])([CH2:5][CH2:6]1)[CH2:3][CH2:2]2.[C:27]1([CH2:33][O:34][CH2:35][CH2:36][Br:37])[CH:32]=[CH:31][CH:30]=[CH:29][CH:28]=1. (5) The reactants are [N:1]1([CH2:7][CH2:8][O:9][C:10]2[CH:15]=[CH:14][C:13]([NH2:16])=[CH:12][CH:11]=2)[CH2:6][CH2:5][CH2:4][CH2:3][CH2:2]1.[Cl:17][C:18]1[CH:19]=[C:20]2[C:24](=[CH:25][CH:26]=1)[NH:23][C:22](=[O:27])[C:21]2=[CH:28]O. No catalyst specified. The product is [Cl:17][C:18]1[CH:19]=[C:20]2[C:24](=[CH:25][CH:26]=1)[NH:23][C:22](=[O:27])[C:21]2=[CH:28][NH:16][C:13]1[CH:12]=[CH:11][C:10]([O:9][CH2:8][CH2:7][N:1]2[CH2:2][CH2:3][CH2:4][CH2:5][CH2:6]2)=[CH:15][CH:14]=1. The yield is 0.570. (6) The reactants are [CH2:1]([Si:13]([CH2:22][C:23](=[CH2:25])[CH3:24])([CH2:18][C:19](=[CH2:21])[CH3:20])[CH2:14][C:15](=[CH2:17])[CH3:16])[CH2:2][CH2:3][CH2:4][CH2:5][CH2:6][CH2:7][CH2:8][CH2:9][CH2:10][CH2:11]C.C([Mg][Cl:31])C(=C)C. No catalyst specified. The product is [Cl:31][CH2:11][CH2:10][CH2:9][CH2:8][CH2:7][CH2:6][CH2:5][CH2:4][CH2:3][C:2]#[C:1][Si:13]([CH2:22][C:23](=[CH2:25])[CH3:24])([CH2:18][C:19](=[CH2:21])[CH3:20])[CH2:14][C:15](=[CH2:17])[CH3:16]. The yield is 0.920.